Dataset: Full USPTO retrosynthesis dataset with 1.9M reactions from patents (1976-2016). Task: Predict the reactants needed to synthesize the given product. Given the product [F:16][C:17]1[CH:24]=[CH:23][CH:22]=[CH:21][C:18]=1[CH2:19][CH:8]([C:9]([C:11]1[S:12][CH:13]=[CH:14][CH:15]=1)=[O:10])[N:3]1[CH:7]=[N:6][CH:5]=[N:4]1, predict the reactants needed to synthesize it. The reactants are: [H-].[Na+].[N:3]1([CH2:8][C:9]([C:11]2[S:12][CH:13]=[CH:14][CH:15]=2)=[O:10])[CH:7]=[N:6][CH:5]=[N:4]1.[F:16][C:17]1[CH:24]=[CH:23][CH:22]=[CH:21][C:18]=1[CH2:19]Cl.